From a dataset of Forward reaction prediction with 1.9M reactions from USPTO patents (1976-2016). Predict the product of the given reaction. (1) The product is: [Na+:38].[Na+:38].[CH2:1]([O:5][CH:6]([C:9]1[C:10]([F:36])=[C:11]([C:15]2[N:16]=[C:17]([C:20]([C:22]3[CH:23]=[C:24]([F:35])[C:25]([CH:29]=[C:30]([CH3:34])[C:31]([O-:33])=[O:32])=[C:26]([F:28])[CH:27]=3)=[O:21])[S:18][CH:19]=2)[CH:12]=[CH:13][CH:14]=1)[CH2:7][CH3:8])[CH2:2][CH2:3][CH3:4].[CH2:1]([O:5][CH:6]([C:9]1[C:10]([F:36])=[C:11]([C:15]2[N:16]=[C:17]([C:20]([C:22]3[CH:23]=[C:24]([F:35])[C:25]([CH:29]=[C:30]([CH3:34])[C:31]([O-:33])=[O:32])=[C:26]([F:28])[CH:27]=3)=[O:21])[S:18][CH:19]=2)[CH:12]=[CH:13][CH:14]=1)[CH2:7][CH3:8])[CH2:2][CH2:3][CH3:4]. Given the reactants [CH2:1]([O:5][CH:6]([C:9]1[C:10]([F:36])=[C:11]([C:15]2[N:16]=[C:17]([C:20]([C:22]3[CH:27]=[C:26]([F:28])[C:25]([CH:29]=[C:30]([CH3:34])[C:31]([OH:33])=[O:32])=[C:24]([F:35])[CH:23]=3)=[O:21])[S:18][CH:19]=2)[CH:12]=[CH:13][CH:14]=1)[CH2:7][CH3:8])[CH2:2][CH2:3][CH3:4].[OH-].[Na+:38], predict the reaction product. (2) Given the reactants O.[C:2]1([CH3:12])[CH:7]=[CH:6]C(S(O)(=O)=O)=[CH:4][CH:3]=1.Cl.O.[NH:15]1[CH2:20][CH2:19][C:18](=[O:21])[CH2:17][CH2:16]1.[BH-](O[C:32]([CH3:34])=[O:33])(OC(C)=O)OC(C)=O.[Na+].C([O-])(O)=O.[Na+].[CH2:41]([N:43](CC)[CH2:44][CH3:45])[CH3:42], predict the reaction product. The product is: [NH:43]1[CH:44]=[CH:45][CH:42]=[C:41]1[C:32]([C:34]1[CH:4]=[CH:3][C:2]([CH2:12][N:15]2[CH2:20][CH2:19][C:18](=[O:21])[CH2:17][CH2:16]2)=[CH:7][CH:6]=1)=[O:33]. (3) Given the reactants [CH3:1][C@@:2]([C:22]([OH:24])=[O:23])([C:12]([CH3:21])([CH3:20])[C:13]1[CH:18]=[CH:17][C:16](Br)=[CH:15][CH:14]=1)[N:3]([C:5]([O:7][C:8]([CH3:11])([CH3:10])[CH3:9])=[O:6])[CH3:4].[CH2:25]([Sn](CCCC)(CCCC)C=C)[CH2:26]CC.[Br-], predict the reaction product. The product is: [CH3:1][C@@:2]([C:22]([OH:24])=[O:23])([C:12]([CH3:21])([CH3:20])[C:13]1[CH:18]=[CH:17][C:16]([CH:25]=[CH2:26])=[CH:15][CH:14]=1)[N:3]([C:5]([O:7][C:8]([CH3:11])([CH3:10])[CH3:9])=[O:6])[CH3:4]. (4) Given the reactants [CH:1]1([NH:4][C:5]([NH:7][C:8]2[CH:13]=[CH:12][C:11]([O:14][C:15]3[C:16]4[CH:23]=[C:22]([C:24]5[CH:29]=[CH:28][C:27]([O:30][CH2:31][CH2:32][N:33]([CH2:36][CH3:37])[CH2:34][CH3:35])=[CH:26][CH:25]=5)[N:21](COCC[Si](C)(C)C)[C:17]=4[N:18]=[CH:19][N:20]=3)=[CH:10][C:9]=2[F:46])=[O:6])[CH2:3][CH2:2]1.[F-].C([N+](CCCC)(CCCC)CCCC)CCC.O, predict the reaction product. The product is: [CH:1]1([NH:4][C:5]([NH:7][C:8]2[CH:13]=[CH:12][C:11]([O:14][C:15]3[C:16]4[CH:23]=[C:22]([C:24]5[CH:29]=[CH:28][C:27]([O:30][CH2:31][CH2:32][N:33]([CH2:36][CH3:37])[CH2:34][CH3:35])=[CH:26][CH:25]=5)[NH:21][C:17]=4[N:18]=[CH:19][N:20]=3)=[CH:10][C:9]=2[F:46])=[O:6])[CH2:2][CH2:3]1. (5) Given the reactants [Cl:1][C:2]1[CH:3]=[C:4]([C:9]2[O:13][N:12]=[CH:11][C:10]=2[CH2:14][CH2:15][C:16]([OH:18])=[O:17])[CH:5]=[CH:6][C:7]=1[Cl:8].S(=O)(=O)(O)O.[CH3:24]O, predict the reaction product. The product is: [Cl:1][C:2]1[CH:3]=[C:4]([C:9]2[O:13][N:12]=[CH:11][C:10]=2[CH2:14][CH2:15][C:16]([O:18][CH3:24])=[O:17])[CH:5]=[CH:6][C:7]=1[Cl:8].